From a dataset of Catalyst prediction with 721,799 reactions and 888 catalyst types from USPTO. Predict which catalyst facilitates the given reaction. (1) The catalyst class is: 4. Reactant: [F:1][C:2]1[CH:7]=[CH:6][C:5]([C:8]2[C:9]([CH3:15])([CH3:14])[C:10](=[O:13])[NH:11][N:12]=2)=[CH:4][C:3]=1[O:16]C.B(Br)(Br)Br.O. Product: [F:1][C:2]1[CH:7]=[CH:6][C:5]([C:8]2[C:9]([CH3:14])([CH3:15])[C:10](=[O:13])[NH:11][N:12]=2)=[CH:4][C:3]=1[OH:16]. (2) Reactant: [Si:1]([O:8][CH2:9][C@@H:10]1[CH:15]=[C:14]([CH2:16][OH:17])[C:13](=[O:18])[CH2:12][N:11]1[C:19]([O:21][C:22]([CH3:25])([CH3:24])[CH3:23])=[O:20])([C:4]([CH3:7])([CH3:6])[CH3:5])([CH3:3])[CH3:2].[CH3:26]N(C)C1C2C(=CC=CC=2N(C)C)C=CC=1.F[B-](F)(F)F.C[O+](C)C.[Cl-].[Ce+3].[Cl-].[Cl-].[BH4-].[Na+]. Product: [Si:1]([O:8][CH2:9][C@@H:10]1[CH:15]=[C:14]([CH2:16][O:17][CH3:26])[CH:13]([OH:18])[CH2:12][N:11]1[C:19]([O:21][C:22]([CH3:25])([CH3:24])[CH3:23])=[O:20])([C:4]([CH3:7])([CH3:6])[CH3:5])([CH3:3])[CH3:2]. The catalyst class is: 2. (3) Reactant: Br[C:2]1[CH:3]=[CH:4][C:5]2[C:15]3[C:10](=[CH:11][N:12]=[CH:13][CH:14]=3)[CH:9]([CH3:16])[O:8][C:6]=2[CH:7]=1.[OH:17][CH2:18][C@@H:19]([N:24]1[C:32](=[O:33])[C:31]2[C:26](=[CH:27][CH:28]=[CH:29][CH:30]=2)[C:25]1=[O:34])[CH2:20][CH:21]([CH3:23])[CH3:22].C(=O)([O-])[O-].[Cs+].[Cs+]. Product: [CH3:22][CH:21]([CH3:23])[CH2:20][C@H:19]([N:24]1[C:25](=[O:34])[C:26]2[C:31](=[CH:30][CH:29]=[CH:28][CH:27]=2)[C:32]1=[O:33])[CH2:18][O:17][C:2]1[CH:3]=[CH:4][C:5]2[C:15]3[C:10](=[CH:11][N:12]=[CH:13][CH:14]=3)[CH:9]([CH3:16])[O:8][C:6]=2[CH:7]=1. The catalyst class is: 164. (4) Product: [Cl:17][C:14]1[CH:13]=[CH:12][C:11]([C:9]2[C:8]([C:18]3[CH:23]=[CH:22][C:21]([C:24]([F:27])([F:25])[F:26])=[CH:20][CH:19]=3)=[N:7][C:6]([CH3:28])=[C:5]([CH:10]=2)[C:4]([OH:29])=[O:3])=[CH:16][CH:15]=1. The catalyst class is: 20. Reactant: C([O:3][C:4](=[O:29])[C:5]1[CH:10]=[C:9]([C:11]2[CH:16]=[CH:15][C:14]([Cl:17])=[CH:13][CH:12]=2)[C:8]([C:18]2[CH:23]=[CH:22][C:21]([C:24]([F:27])([F:26])[F:25])=[CH:20][CH:19]=2)=[N:7][C:6]=1[CH3:28])C.[Li+].[OH-].Cl. (5) Reactant: [Br:1][C:2]1[CH:10]=[CH:9][C:5]([C:6](Cl)=[O:7])=[CH:4][CH:3]=1.Br[C:12]1[CH:18]=[CH:17][CH:16]=[CH:15][C:13]=1[NH2:14].C([O-])([O-])=O.[Cs+].[Cs+].N1C2C(=CC=C3C=2N=CC=C3)C=CC=1. Product: [Br:1][C:2]1[CH:10]=[CH:9][C:5]([C:6]2[O:7][C:12]3[CH:18]=[CH:17][CH:16]=[CH:15][C:13]=3[N:14]=2)=[CH:4][CH:3]=1. The catalyst class is: 185. (6) Reactant: [CH3:1][N:2]1[CH2:19][CH:18]2[CH:4]([C:5]3[CH:6]=[CH:7][CH:8]=[CH:9][C:10]=3[O:11][C:12]3[CH:13]=[CH:14][C:15]([Cl:20])=[CH:16][C:17]=32)[CH2:3]1. Product: [CH3:1][N:2]1[CH2:19][C@@H:18]2[C:17]3[CH:16]=[C:15]([Cl:20])[CH:14]=[CH:13][C:12]=3[O:11][C:10]3[C:5]([C@H:4]2[CH2:3]1)=[CH:6][CH:7]=[CH:8][CH:9]=3.[ClH:20]. The catalyst class is: 10.